Dataset: Forward reaction prediction with 1.9M reactions from USPTO patents (1976-2016). Task: Predict the product of the given reaction. (1) Given the reactants [Si:1]([O:18][CH2:19][CH2:20][N:21]([CH2:52]C)[C:22](=[O:51])[CH2:23][C@@H:24]([NH:33][C:34]1[CH:39]=[CH:38][C:37]([S:40](=[O:43])(=[O:42])[NH2:41])=[CH:36][C:35]=1[S:44]([C:47]([F:50])([F:49])[F:48])(=[O:46])=[O:45])[CH2:25][S:26][C:27]1[CH:32]=[CH:31][CH:30]=[CH:29][CH:28]=1)([C:14]([CH3:17])([CH3:16])[CH3:15])([C:8]1[CH:13]=[CH:12][CH:11]=[CH:10][CH:9]=1)[C:2]1[CH:7]=[CH:6][CH:5]=[CH:4][CH:3]=1.C1(SC[C@H](NC2C=CC(S(=O)(=O)N)=CC=2S(C(F)(F)F)(=O)=O)CC(O)=O)C=CC=CC=1.[Si](OCCNC)(C(C)(C)C)(C1C=CC=CC=1)C1C=CC=CC=1, predict the reaction product. The product is: [Si:1]([O:18][CH2:19][CH2:20][N:21]([CH3:52])[C:22](=[O:51])[CH2:23][C@@H:24]([NH:33][C:34]1[CH:39]=[CH:38][C:37]([S:40](=[O:42])(=[O:43])[NH2:41])=[CH:36][C:35]=1[S:44]([C:47]([F:50])([F:48])[F:49])(=[O:46])=[O:45])[CH2:25][S:26][C:27]1[CH:32]=[CH:31][CH:30]=[CH:29][CH:28]=1)([C:14]([CH3:15])([CH3:16])[CH3:17])([C:2]1[CH:3]=[CH:4][CH:5]=[CH:6][CH:7]=1)[C:8]1[CH:13]=[CH:12][CH:11]=[CH:10][CH:9]=1. (2) Given the reactants [H-].[H-].[H-].[H-].[Li+].[Al+3].[CH2:7]([N:14]1[CH2:19][CH2:18][N:17]([C:20]2[N:30]=[CH:29][CH:28]=[CH:27][C:21]=2[C:22](OCC)=[O:23])[CH2:16][CH2:15]1)[C:8]1[CH:13]=[CH:12][CH:11]=[CH:10][CH:9]=1.[OH-].[K+], predict the reaction product. The product is: [CH2:7]([N:14]1[CH2:15][CH2:16][N:17]([C:20]2[C:21]([CH2:22][OH:23])=[CH:27][CH:28]=[CH:29][N:30]=2)[CH2:18][CH2:19]1)[C:8]1[CH:9]=[CH:10][CH:11]=[CH:12][CH:13]=1.